From a dataset of NCI-60 drug combinations with 297,098 pairs across 59 cell lines. Regression. Given two drug SMILES strings and cell line genomic features, predict the synergy score measuring deviation from expected non-interaction effect. (1) Drug 1: C1CCN(CC1)CCOC2=CC=C(C=C2)C(=O)C3=C(SC4=C3C=CC(=C4)O)C5=CC=C(C=C5)O. Drug 2: CCCCCOC(=O)NC1=NC(=O)N(C=C1F)C2C(C(C(O2)C)O)O. Cell line: SF-268. Synergy scores: CSS=-7.32, Synergy_ZIP=3.22, Synergy_Bliss=1.41, Synergy_Loewe=-3.53, Synergy_HSA=-4.65. (2) Drug 1: CC1=C(C=C(C=C1)NC2=NC=CC(=N2)N(C)C3=CC4=NN(C(=C4C=C3)C)C)S(=O)(=O)N.Cl. Drug 2: B(C(CC(C)C)NC(=O)C(CC1=CC=CC=C1)NC(=O)C2=NC=CN=C2)(O)O. Cell line: RXF 393. Synergy scores: CSS=5.05, Synergy_ZIP=-0.362, Synergy_Bliss=2.98, Synergy_Loewe=4.90, Synergy_HSA=5.22. (3) Drug 2: CC(CN1CC(=O)NC(=O)C1)N2CC(=O)NC(=O)C2. Cell line: NCI/ADR-RES. Synergy scores: CSS=51.1, Synergy_ZIP=1.52, Synergy_Bliss=4.44, Synergy_Loewe=-11.3, Synergy_HSA=4.44. Drug 1: C1CN1C2=NC(=NC(=N2)N3CC3)N4CC4. (4) Drug 1: C1=CC(=C(C=C1I)F)NC2=C(C=CC(=C2F)F)C(=O)NOCC(CO)O. Drug 2: CC1CCC2CC(C(=CC=CC=CC(CC(C(=O)C(C(C(=CC(C(=O)CC(OC(=O)C3CCCCN3C(=O)C(=O)C1(O2)O)C(C)CC4CCC(C(C4)OC)OP(=O)(C)C)C)C)O)OC)C)C)C)OC. Cell line: UACC62. Synergy scores: CSS=60.5, Synergy_ZIP=2.59, Synergy_Bliss=2.06, Synergy_Loewe=6.02, Synergy_HSA=8.27. (5) Drug 1: CC(C)CN1C=NC2=C1C3=CC=CC=C3N=C2N. Drug 2: C(CCl)NC(=O)N(CCCl)N=O. Cell line: COLO 205. Synergy scores: CSS=13.6, Synergy_ZIP=-4.08, Synergy_Bliss=-3.01, Synergy_Loewe=2.85, Synergy_HSA=2.08. (6) Drug 2: CC1CCC2CC(C(=CC=CC=CC(CC(C(=O)C(C(C(=CC(C(=O)CC(OC(=O)C3CCCCN3C(=O)C(=O)C1(O2)O)C(C)CC4CCC(C(C4)OC)OCCO)C)C)O)OC)C)C)C)OC. Synergy scores: CSS=26.2, Synergy_ZIP=-3.17, Synergy_Bliss=-2.06, Synergy_Loewe=2.24, Synergy_HSA=2.49. Drug 1: CC1OCC2C(O1)C(C(C(O2)OC3C4COC(=O)C4C(C5=CC6=C(C=C35)OCO6)C7=CC(=C(C(=C7)OC)O)OC)O)O. Cell line: OVCAR-5. (7) Drug 2: CC(C)(C#N)C1=CC(=CC(=C1)CN2C=NC=N2)C(C)(C)C#N. Cell line: UACC62. Drug 1: C1=NC(=NC(=O)N1C2C(C(C(O2)CO)O)O)N. Synergy scores: CSS=2.85, Synergy_ZIP=-1.30, Synergy_Bliss=-1.74, Synergy_Loewe=-1.42, Synergy_HSA=-2.86. (8) Drug 1: C1=CC(=CC=C1CCCC(=O)O)N(CCCl)CCCl. Drug 2: CN1C2=C(C=C(C=C2)N(CCCl)CCCl)N=C1CCCC(=O)O.Cl. Cell line: A549. Synergy scores: CSS=22.0, Synergy_ZIP=2.03, Synergy_Bliss=1.91, Synergy_Loewe=-13.3, Synergy_HSA=1.35.